This data is from Forward reaction prediction with 1.9M reactions from USPTO patents (1976-2016). The task is: Predict the product of the given reaction. (1) Given the reactants [O:1]=[C:2]1[NH:8][CH2:7][CH2:6][CH2:5][N:4]([C:9]([O:11][C:12]([CH3:15])([CH3:14])[CH3:13])=[O:10])[CH2:3]1.Cl[CH2:17][O:18][CH2:19][C:20]1[CH:25]=[CH:24][CH:23]=[CH:22][CH:21]=1, predict the reaction product. The product is: [CH2:19]([O:18][CH2:17][N:8]1[CH2:7][CH2:6][CH2:5][N:4]([C:9]([O:11][C:12]([CH3:15])([CH3:14])[CH3:13])=[O:10])[CH2:3][C:2]1=[O:1])[C:20]1[CH:25]=[CH:24][CH:23]=[CH:22][CH:21]=1. (2) Given the reactants [CH2:1]([C@H:8]([NH:44][C:45]([C@@H:47]([NH:52][C:53](=[O:56])[O:54][CH3:55])[C:48]([CH3:51])([CH3:50])[CH3:49])=[O:46])[C@@H:9]([O:38][CH:39](SCC)[CH3:40])[CH2:10][C@@H:11]([NH:25][C:26](=[O:37])[C@H:27]([C:33]([CH3:36])([CH3:35])[CH3:34])[NH:28][C:29]([O:31][CH3:32])=[O:30])[CH2:12][C:13]1[CH:18]=[CH:17][C:16]([C:19]2[CH:24]=[CH:23][CH:22]=[CH:21][N:20]=2)=[CH:15][CH:14]=1)[C:2]1[CH:7]=[CH:6][CH:5]=[CH:4][CH:3]=1.[P:57](=[O:61])([OH:60])([OH:59])[OH:58].IN1C(=O)CCC1=O.[O-]S([O-])(=S)=O.[Na+:75].[Na+:76].C([O-])([O-])=O.[Na+].[Na+], predict the reaction product. The product is: [CH2:1]([C@@H:8]([C@@H:9]([O:38][CH:39]([O:61][P:57]([OH:60])([OH:59])=[O:58])[CH3:40])[CH2:10][C@H:11]([CH2:12][C:13]1[CH:18]=[CH:17][C:16]([C:19]2[CH:24]=[CH:23][CH:22]=[CH:21][N:20]=2)=[CH:15][CH:14]=1)[NH:25][C:26](=[O:37])[C@H:27]([C:33]([CH3:36])([CH3:35])[CH3:34])[NH:28][C:29](=[O:30])[O:31][CH3:32])[NH:44][C:45](=[O:46])[C@@H:47]([NH:52][C:53](=[O:56])[O:54][CH3:55])[C:48]([CH3:49])([CH3:50])[CH3:51])[C:2]1[CH:3]=[CH:4][CH:5]=[CH:6][CH:7]=1.[Na:75][Na:76]. (3) The product is: [NH2:21][CH2:20][CH2:19][O:18][N:17]=[C:7]([C:1]1[CH:6]=[CH:5][CH:4]=[CH:3][CH:2]=1)[C:8]1[C:16]2[C:11](=[CH:12][N:13]=[CH:14][CH:15]=2)[NH:10][CH:9]=1. Given the reactants [C:1]1([C:7](=[N:17][O:18][CH2:19][CH2:20][NH:21]C(=O)OC(C)(C)C)[C:8]2[C:16]3[C:11](=[CH:12][N:13]=[CH:14][CH:15]=3)[NH:10][CH:9]=2)[CH:6]=[CH:5][CH:4]=[CH:3][CH:2]=1.FC(F)(F)C(O)=O, predict the reaction product.